Task: Predict the reaction yield, written as a fraction of the theoretical maximum amount of product (1.0 means a 100% yield; for example, 0.34 means a 34% yield).. Dataset: Reaction yield outcomes from USPTO patents with 853,638 reactions (1) The product is [F:1][C:2]([F:36])([C:14]([F:35])([F:34])[C:15]([F:33])([F:32])[C:16]([F:31])([F:30])[C:17]([F:29])([F:28])[C:18]([F:27])([F:26])[C:19]([F:25])([F:24])[C:20]([F:23])([F:22])[F:21])[CH2:3][CH2:4][C:5]([O:8][C:9](=[O:13])[C:42]([F:45])([F:44])[F:43])([CH3:7])[CH3:6]. The reactants are [F:1][C:2]([F:36])([C:14]([F:35])([F:34])[C:15]([F:33])([F:32])[C:16]([F:31])([F:30])[C:17]([F:29])([F:28])[C:18]([F:27])([F:26])[C:19]([F:25])([F:24])[C:20]([F:23])([F:22])[F:21])[CH2:3][CH2:4][C:5]([O:8][C:9](=[O:13])N(C)C)([CH3:7])[CH3:6].C(Cl)Cl.C(O)([C:42]([F:45])([F:44])[F:43])=O. The yield is 1.00. No catalyst specified. (2) The reactants are [O:1]1[C:5]2([CH2:10][CH2:9][C@@H:8]([C:11]([O:13]C)=[O:12])[C@H:7]([C:15]([O:17][CH3:18])=[O:16])[CH2:6]2)[O:4][CH2:3][CH2:2]1. The catalyst is P([O-])([O-])([O-])=O.CS(C)=O.CCOC(C)=O. The product is [CH3:18][O:17][C:15]([C@H:7]1[C@H:8]([C:11]([OH:13])=[O:12])[CH2:9][CH2:10][C:5]2([O:4][CH2:3][CH2:2][O:1]2)[CH2:6]1)=[O:16]. The yield is 0.775.